This data is from Catalyst prediction with 721,799 reactions and 888 catalyst types from USPTO. The task is: Predict which catalyst facilitates the given reaction. Reactant: [CH3:1][O:2][C:3]1[CH:8]=[CH:7][C:6]([C:9]2[S:13][C:12]([NH:14][C:15]([NH:17][C:18]3[C:23]([CH3:24])=[CH:22][C:21]([CH3:25])=[CH:20][C:19]=3[CH3:26])=[O:16])=[C:11]([C:27]([OH:29])=O)[CH:10]=2)=[CH:5][CH:4]=1.CN(C(ON1N=NC2C=CC=NC1=2)=[N+](C)C)C.F[P-](F)(F)(F)(F)F.CCN(C(C)C)C(C)C.Cl.[NH2:64][C@@H:65]([CH:70]1[CH2:75][CH2:74][CH2:73][CH2:72][CH2:71]1)[C:66]([O:68][CH3:69])=[O:67]. Product: [CH:70]1([C@H:65]([NH:64][C:27]([C:11]2[CH:10]=[C:9]([C:6]3[CH:7]=[CH:8][C:3]([O:2][CH3:1])=[CH:4][CH:5]=3)[S:13][C:12]=2[NH:14][C:15]([NH:17][C:18]2[C:23]([CH3:24])=[CH:22][C:21]([CH3:25])=[CH:20][C:19]=2[CH3:26])=[O:16])=[O:29])[C:66]([O:68][CH3:69])=[O:67])[CH2:75][CH2:74][CH2:73][CH2:72][CH2:71]1. The catalyst class is: 3.